Dataset: NCI-60 drug combinations with 297,098 pairs across 59 cell lines. Task: Regression. Given two drug SMILES strings and cell line genomic features, predict the synergy score measuring deviation from expected non-interaction effect. (1) Drug 1: C1=CN(C(=O)N=C1N)C2C(C(C(O2)CO)O)O.Cl. Drug 2: CCN(CC)CCCC(C)NC1=C2C=C(C=CC2=NC3=C1C=CC(=C3)Cl)OC. Cell line: EKVX. Synergy scores: CSS=21.6, Synergy_ZIP=-8.45, Synergy_Bliss=-6.04, Synergy_Loewe=-4.67, Synergy_HSA=-2.59. (2) Drug 1: CC12CCC(CC1=CCC3C2CCC4(C3CC=C4C5=CN=CC=C5)C)O. Drug 2: N.N.Cl[Pt+2]Cl. Cell line: CAKI-1. Synergy scores: CSS=3.15, Synergy_ZIP=-3.54, Synergy_Bliss=-4.60, Synergy_Loewe=-4.92, Synergy_HSA=-2.14. (3) Drug 1: C1=CC(=CC=C1CC(C(=O)O)N)N(CCCl)CCCl.Cl. Drug 2: CC1CCC2CC(C(=CC=CC=CC(CC(C(=O)C(C(C(=CC(C(=O)CC(OC(=O)C3CCCCN3C(=O)C(=O)C1(O2)O)C(C)CC4CCC(C(C4)OC)O)C)C)O)OC)C)C)C)OC. Cell line: SF-539. Synergy scores: CSS=20.2, Synergy_ZIP=-8.17, Synergy_Bliss=-3.77, Synergy_Loewe=-2.48, Synergy_HSA=-1.96. (4) Drug 1: C1CC(=O)NC(=O)C1N2CC3=C(C2=O)C=CC=C3N. Drug 2: C1=NC(=NC(=O)N1C2C(C(C(O2)CO)O)O)N. Cell line: NCI-H460. Synergy scores: CSS=15.4, Synergy_ZIP=6.58, Synergy_Bliss=8.07, Synergy_Loewe=-7.10, Synergy_HSA=9.03.